From a dataset of Reaction yield outcomes from USPTO patents with 853,638 reactions. Predict the reaction yield, written as a fraction of the theoretical maximum amount of product (1.0 means a 100% yield; for example, 0.34 means a 34% yield). (1) The reactants are [Cl:1][C:2]1[C:7]([CH:8]=[O:9])=[C:6]([N:10]2[CH2:22][CH2:21][N:13]3[C:14]4[CH2:15][CH2:16][CH2:17][CH2:18][C:19]=4[CH:20]=[C:12]3[C:11]2=[O:23])[N:5]=[CH:4][CH:3]=1.[BH4-].[Na+]. The catalyst is CO. The product is [Cl:1][C:2]1[CH:3]=[CH:4][N:5]=[C:6]([N:10]2[CH2:22][CH2:21][N:13]3[C:14]4[CH2:15][CH2:16][CH2:17][CH2:18][C:19]=4[CH:20]=[C:12]3[C:11]2=[O:23])[C:7]=1[CH2:8][OH:9]. The yield is 0.900. (2) The reactants are Cl[C:2](Cl)(Cl)[CH:3]([OH:5])O.S([O-])([O-])(=O)=O.[Na+].[Na+].[Br:15][C:16]1[CH:17]=[C:18]([F:25])[C:19]([O:23][CH3:24])=[C:20]([CH:22]=1)[NH2:21].Cl.Cl.[NH2:28][OH:29]. The catalyst is O.O1CCOCC1. The product is [Br:15][C:16]1[CH:17]=[C:18]([F:25])[C:19]([O:23][CH3:24])=[C:20]([NH:21][C:3](=[O:5])/[CH:2]=[N:28]/[OH:29])[CH:22]=1. The yield is 0.960. (3) The reactants are ClC1N=C(C2N3C=CC=CC3=NC=2)C(Cl)=CN=1.[Cl:18][C:19]1[C:20]([C:43]2[N:47]3[CH:48]=[CH:49][CH:50]=[CH:51][C:46]3=[N:45][CH:44]=2)=[N:21][C:22]([NH:25][C:26]2[CH:31]=[CH:30][C:29]([CH2:32][C:33](N3CC[C@H](O)C3)=[O:34])=[CH:28][C:27]=2[O:41][CH3:42])=[N:23][CH:24]=1.C1(C)C=CC(S(O)(=O)=O)=CC=1.C[CH:64]([OH:68])CCC. No catalyst specified. The product is [Cl:18][C:19]1[C:20]([C:43]2[N:47]3[CH:48]=[CH:49][CH:50]=[CH:51][C:46]3=[N:45][CH:44]=2)=[N:21][C:22]([NH:25][C:26]2[CH:31]=[CH:30][C:29]([CH:32]([CH2:33][OH:34])[CH2:64][OH:68])=[CH:28][C:27]=2[O:41][CH3:42])=[N:23][CH:24]=1. The yield is 0.630. (4) The catalyst is O. The product is [CH3:11][CH:9]([CH2:8][C@H:7]([CH2:6][NH2:5])[CH2:12][C:13]([OH:23])=[O:25])[CH3:10]. The yield is 0.900. The reactants are Br.COC(=O)[NH:5][CH2:6][C@H:7]([CH2:12][C:13](=[O:23])N[C@H](C1C=CC=CC=1)C)[CH2:8][CH:9]([CH3:11])[CH3:10].[OH-:25].[Na+]. (5) The reactants are Cl[C:2]1[C:3]([C:26]2[C:34]3[C:29](=[CH:30][CH:31]=[CH:32][CH:33]=3)[N:28]([CH3:35])[CH:27]=2)=[N:4][C:5]([NH:8][C:9]2[C:14]([O:15][CH3:16])=[CH:13][C:12]([N:17]3[CH2:21][CH2:20][C@@H:19]([N:22]([CH3:24])[CH3:23])[CH2:18]3)=[C:11]([NH2:25])[CH:10]=2)=[N:6][CH:7]=1.C1(P(C2CCCCC2)C2C=CC=CC=2C2C(C(C)C)=CC(C(C)C)=CC=2C(C)C)CCCCC1.[C:70]([Zn]C#N)#[N:71].CC(N(C)C)=O. The catalyst is CCOC(C)=O.[Zn].C1C=CC(/C=C/C(/C=C/C2C=CC=CC=2)=O)=CC=1.C1C=CC(/C=C/C(/C=C/C2C=CC=CC=2)=O)=CC=1.C1C=CC(/C=C/C(/C=C/C2C=CC=CC=2)=O)=CC=1.[Pd].[Pd]. The product is [NH2:25][C:11]1[C:12]([N:17]2[CH2:21][CH2:20][C@@H:19]([N:22]([CH3:23])[CH3:24])[CH2:18]2)=[CH:13][C:14]([O:15][CH3:16])=[C:9]([NH:8][C:5]2[N:4]=[C:3]([C:26]3[C:34]4[C:29](=[CH:30][CH:31]=[CH:32][CH:33]=4)[N:28]([CH3:35])[CH:27]=3)[C:2]([C:70]#[N:71])=[CH:7][N:6]=2)[CH:10]=1. The yield is 0.580.